This data is from Peptide-MHC class I binding affinity with 185,985 pairs from IEDB/IMGT. The task is: Regression. Given a peptide amino acid sequence and an MHC pseudo amino acid sequence, predict their binding affinity value. This is MHC class I binding data. The peptide sequence is KQNPDIVIY. The MHC is HLA-B53:01 with pseudo-sequence HLA-B53:01. The binding affinity (normalized) is 0.